From a dataset of NCI-60 drug combinations with 297,098 pairs across 59 cell lines. Regression. Given two drug SMILES strings and cell line genomic features, predict the synergy score measuring deviation from expected non-interaction effect. Drug 1: C1CN1P(=S)(N2CC2)N3CC3. Cell line: ACHN. Synergy scores: CSS=21.6, Synergy_ZIP=-1.71, Synergy_Bliss=-1.27, Synergy_Loewe=-7.65, Synergy_HSA=-0.929. Drug 2: CCN(CC)CCNC(=O)C1=C(NC(=C1C)C=C2C3=C(C=CC(=C3)F)NC2=O)C.